This data is from Catalyst prediction with 721,799 reactions and 888 catalyst types from USPTO. The task is: Predict which catalyst facilitates the given reaction. (1) The catalyst class is: 1. Product: [OH:48][CH:47]([C:11]1[C:6]2[C:5](=[O:24])[N:4]([CH2:25][CH2:26][CH2:27][O:28][CH:29]3[CH2:34][CH2:33][CH2:32][CH2:31][O:30]3)[C:3](=[O:35])[N:2]([CH3:1])[C:7]=2[N:8]=[CH:9][C:10]=1[O:12][C:13]1[CH:18]=[CH:17][CH:16]=[C:15]([O:19][C:20]([F:21])([F:22])[F:23])[CH:14]=1)[CH2:46][CH:45]([CH3:49])[CH3:44]. Reactant: [CH3:1][N:2]1[C:7]2[N:8]=[CH:9][C:10]([O:12][C:13]3[CH:18]=[CH:17][CH:16]=[C:15]([O:19][C:20]([F:23])([F:22])[F:21])[CH:14]=3)=[CH:11][C:6]=2[C:5](=[O:24])[N:4]([CH2:25][CH2:26][CH2:27][O:28][CH:29]2[CH2:34][CH2:33][CH2:32][CH2:31][O:30]2)[C:3]1=[O:35].[Li+].CC([N-]C(C)C)C.[CH3:44][CH:45]([CH3:49])[CH2:46][CH:47]=[O:48]. (2) Reactant: [N+:1]([C:4]1[CH:5]=[C:6]([CH:14]=[CH:15][C:16]=1[N+:17]([O-])=O)[CH2:7][N:8]1[CH2:13][CH2:12][O:11][CH2:10][CH2:9]1)([O-])=O. Product: [N:8]1([CH2:7][C:6]2[CH:5]=[C:4]([NH2:1])[C:16]([NH2:17])=[CH:15][CH:14]=2)[CH2:13][CH2:12][O:11][CH2:10][CH2:9]1. The catalyst class is: 8.